From a dataset of NCI-60 drug combinations with 297,098 pairs across 59 cell lines. Regression. Given two drug SMILES strings and cell line genomic features, predict the synergy score measuring deviation from expected non-interaction effect. (1) Drug 1: C1=NC2=C(N1)C(=S)N=C(N2)N. Drug 2: B(C(CC(C)C)NC(=O)C(CC1=CC=CC=C1)NC(=O)C2=NC=CN=C2)(O)O. Cell line: MALME-3M. Synergy scores: CSS=12.5, Synergy_ZIP=-10.0, Synergy_Bliss=-6.85, Synergy_Loewe=-11.4, Synergy_HSA=-7.17. (2) Drug 1: CC(C)(C#N)C1=CC=C(C=C1)N2C3=C4C=C(C=CC4=NC=C3N(C2=O)C)C5=CC6=CC=CC=C6N=C5. Drug 2: CCC1=C2N=C(C=C(N2N=C1)NCC3=C[N+](=CC=C3)[O-])N4CCCCC4CCO. Cell line: NCIH23. Synergy scores: CSS=73.3, Synergy_ZIP=3.54, Synergy_Bliss=3.53, Synergy_Loewe=3.55, Synergy_HSA=7.51.